From a dataset of Full USPTO retrosynthesis dataset with 1.9M reactions from patents (1976-2016). Predict the reactants needed to synthesize the given product. (1) The reactants are: CC1(C)C(C)(C)OB([C:9]2[CH:10]=[C:11]3[CH:17]=[CH:16][NH:15][C:12]3=[N:13][CH:14]=2)O1.Br[C:20]1[CH:21]=[CH:22][C:23]([C:26]#[C:27][CH2:28][O:29][CH3:30])=[N:24][CH:25]=1.O.C(OCC)(=O)C. Given the product [CH3:30][O:29][CH2:28][C:27]#[C:26][C:23]1[N:24]=[CH:25][C:20]([C:9]2[CH:10]=[C:11]3[CH:17]=[CH:16][NH:15][C:12]3=[N:13][CH:14]=2)=[CH:21][CH:22]=1, predict the reactants needed to synthesize it. (2) Given the product [Br:13][C:7]1[C:6]([OH:14])=[C:5]([C:3]2[N:15]=[C:16]([C:17]([O:19][CH2:20][CH3:21])=[O:18])[S:22][CH:2]=2)[CH:10]=[C:9]([Br:11])[C:8]=1[OH:12], predict the reactants needed to synthesize it. The reactants are: Br[CH2:2][C:3]([C:5]1[CH:10]=[C:9]([Br:11])[C:8]([OH:12])=[C:7]([Br:13])[C:6]=1[OH:14])=O.[NH2:15][C:16](=[S:22])[C:17]([O:19][CH2:20][CH3:21])=[O:18].